This data is from Catalyst prediction with 721,799 reactions and 888 catalyst types from USPTO. The task is: Predict which catalyst facilitates the given reaction. (1) Product: [Cl:25][C:24]1[N:20]2[C:5]3[CH:4]=[CH:3][C:2]([Cl:1])=[CH:7][C:6]=3[CH:8]([C:10]3[CH:15]=[CH:14][CH:13]=[C:12]([O:16][CH3:17])[C:11]=3[O:18][CH3:19])[O:34][CH:27]([CH2:28][CH:29]3[O:33][CH2:32][CH2:31][O:30]3)[C:21]2=[N:22][C:23]=1[Cl:26]. Reactant: [Cl:1][C:2]1[CH:3]=[CH:4][C:5]([N:20]2[C:24]([Cl:25])=[C:23]([Cl:26])[N:22]=[C:21]2[CH:27]([OH:34])[CH2:28][CH:29]2[O:33][CH2:32][CH2:31][O:30]2)=[C:6]([C:8]([C:10]2[CH:15]=[CH:14][CH:13]=[C:12]([O:16][CH3:17])[C:11]=2[O:18][CH3:19])=O)[CH:7]=1.[BH4-].[Na+].C(OCC)(=O)C.O. The catalyst class is: 8. (2) Reactant: [OH:1][C:2]([C:5]1[CH:10]=[CH:9][C:8]([C:11]([N:13]2[CH2:18][CH2:17][C:16]3([O:23][C:22]4[CH:24]=[CH:25][CH:26]=[CH:27][C:21]=4[N:20]4[CH:28]=[CH:29][CH:30]=[C:19]34)[CH2:15][CH2:14]2)=[O:12])=[CH:7][C:6]=1[O:31][CH3:32])([CH3:4])[CH3:3].[H-].[Na+].[CH3:35]I. Product: [CH3:32][O:31][C:6]1[CH:7]=[C:8]([C:11]([N:13]2[CH2:14][CH2:15][C:16]3([O:23][C:22]4[CH:24]=[CH:25][CH:26]=[CH:27][C:21]=4[N:20]4[CH:28]=[CH:29][CH:30]=[C:19]34)[CH2:17][CH2:18]2)=[O:12])[CH:9]=[CH:10][C:5]=1[C:2]([O:1][CH3:35])([CH3:3])[CH3:4]. The catalyst class is: 118.